From a dataset of Reaction yield outcomes from USPTO patents with 853,638 reactions. Predict the reaction yield, written as a fraction of the theoretical maximum amount of product (1.0 means a 100% yield; for example, 0.34 means a 34% yield). (1) The reactants are N1C=CC=CC=1.[F:7][C:8]([F:21])([F:20])[S:9]([O:12]S(C(F)(F)F)(=O)=O)(=[O:11])=[O:10].O[C:23]1[CH:32]=[CH:31][CH:30]=[C:29]2[C:24]=1[CH2:25][CH2:26][C:27](=[O:33])[NH:28]2. The catalyst is ClCCl. The product is [F:7][C:8]([F:21])([F:20])[S:9]([O:12][C:23]1[CH:32]=[CH:31][CH:30]=[C:29]2[C:24]=1[CH2:25][CH2:26][C:27](=[O:33])[NH:28]2)(=[O:11])=[O:10]. The yield is 0.970. (2) The reactants are Br[C:2]1[S:10][C:9]2[C:8](=[O:11])[NH:7][C:6]([CH3:13])([CH3:12])[N:5]([CH3:14])[C:4]=2[CH:3]=1.CC1(C)C(C)(C)OB([C:23]2[CH:28]=[CH:27][N:26]=[C:25]3[NH:29][CH:30]=[CH:31][C:24]=23)O1.C(=O)([O-])[O-].[Cs+].[Cs+].COCCOC. The catalyst is O. The product is [CH3:14][N:5]1[C:4]2[CH:3]=[C:2]([C:23]3[CH:28]=[CH:27][N:26]=[C:25]4[NH:29][CH:30]=[CH:31][C:24]=34)[S:10][C:9]=2[C:8](=[O:11])[NH:7][C:6]1([CH3:13])[CH3:12]. The yield is 0.300.